This data is from Reaction yield outcomes from USPTO patents with 853,638 reactions. The task is: Predict the reaction yield, written as a fraction of the theoretical maximum amount of product (1.0 means a 100% yield; for example, 0.34 means a 34% yield). (1) The reactants are [Cl:1][C:2]1[CH:7]=[CH:6][C:5]([C:8](=O)[CH2:9][C:10]([O:12]CC)=O)=[CH:4][CH:3]=1.[N:16]1[NH:17][C:18]([NH2:21])=[CH:19][CH:20]=1. The catalyst is CCOC(C)=O. The product is [Cl:1][C:2]1[CH:3]=[CH:4][C:5]([C:8]2[CH:9]=[C:10]([OH:12])[N:17]3[N:16]=[CH:20][CH:19]=[C:18]3[N:21]=2)=[CH:6][CH:7]=1. The yield is 0.750. (2) The reactants are [C:1]([C:4]1[CH:9]=[CH:8][C:7]([S:10]([NH2:13])(=[O:12])=[O:11])=[C:6]([F:14])[CH:5]=1)(=[O:3])[CH3:2].[Br:15]Br. The catalyst is C(O)(=O)C. The product is [Br:15][CH2:2][C:1]([C:4]1[CH:9]=[CH:8][C:7]([S:10]([NH2:13])(=[O:12])=[O:11])=[C:6]([F:14])[CH:5]=1)=[O:3]. The yield is 0.600. (3) The reactants are [CH2:1]([O:3][C:4](=[O:17])[CH:5]([C:7]1[CH:12]=[CH:11][C:10]([CH2:13][CH:14]([CH3:16])[CH3:15])=[CH:9][CH:8]=1)[CH3:6])[CH3:2].[Li+].CC([N-]C(C)C)C.[Br:26][CH2:27][CH2:28][CH2:29][CH2:30]Br.O. The catalyst is C1COCC1. The product is [CH2:1]([O:3][C:4](=[O:17])[C:5]([C:7]1[CH:8]=[CH:9][C:10]([CH2:13][CH:14]([CH3:16])[CH3:15])=[CH:11][CH:12]=1)([CH3:6])[CH2:30][CH2:29][CH2:28][CH2:27][Br:26])[CH3:2]. The yield is 0.880.